From a dataset of Reaction yield outcomes from USPTO patents with 853,638 reactions. Predict the reaction yield, written as a fraction of the theoretical maximum amount of product (1.0 means a 100% yield; for example, 0.34 means a 34% yield). (1) The product is [NH2:13][C@@H:11]1[CH2:10][NH:9][C@H:8]([C:1]([OH:3])=[O:2])[CH2:12]1. The reactants are [C:1]([C@@:8]1(C(O)=O)[CH2:12][C@H:11]([NH2:13])[CH2:10][N:9]1C(OCC1C2C(=CC=CC=2)C2C1=CC=CC=2)=O)([O:3]C(C)(C)C)=[O:2].C(NCC)C. The catalyst is C(#N)C. The yield is 0.730. (2) The reactants are [CH3:1][N:2]1[CH2:7][CH2:6][CH:5]([CH2:8][OH:9])[CH2:4][CH2:3]1.[CH:10]1([N:15]=[C:16]=[O:17])[CH2:14][CH2:13][CH2:12][CH2:11]1.[ClH:18].CCOCC. The product is [ClH:18].[CH:10]1([NH:15][C:16](=[O:17])[O:9][CH2:8][CH:5]2[CH2:6][CH2:7][N:2]([CH3:1])[CH2:3][CH2:4]2)[CH2:14][CH2:13][CH2:12][CH2:11]1. The yield is 0.250. The catalyst is C1COCC1. (3) The reactants are [Cl:1][C:2]1[CH:7]=[CH:6][C:5]([CH2:8][N:9]2[CH2:13][CH2:12][NH:11][C:10]2=[CH:14][N+:15]([O-:17])=[O:16])=[CH:4][N:3]=1.[CH:18](=[O:23])[CH2:19][CH2:20][CH:21]=O.Cl. The catalyst is C(#N)C. The product is [Cl:1][C:2]1[N:3]=[CH:4][C:5]([CH2:8][N:9]2[C:10]3=[C:14]([N+:15]([O-:17])=[O:16])[CH:21]4[O:23][CH:18]([N:11]3[CH2:12][CH2:13]2)[CH2:19][CH2:20]4)=[CH:6][CH:7]=1. The yield is 0.710.